This data is from Peptide-MHC class II binding affinity with 134,281 pairs from IEDB. The task is: Regression. Given a peptide amino acid sequence and an MHC pseudo amino acid sequence, predict their binding affinity value. This is MHC class II binding data. (1) The peptide sequence is KFDSRLAFHHMAREKH. The MHC is DRB1_0405 with pseudo-sequence DRB1_0405. The binding affinity (normalized) is 0.271. (2) The peptide sequence is GELQITDKIDAAFKI. The MHC is DRB1_0101 with pseudo-sequence DRB1_0101. The binding affinity (normalized) is 0.472. (3) The peptide sequence is MNIKLQMPLYVAGYK. The MHC is DRB1_1001 with pseudo-sequence DRB1_1001. The binding affinity (normalized) is 0.903. (4) The peptide sequence is ASAIVNFVSKVMIGS. The MHC is DRB1_0101 with pseudo-sequence DRB1_0101. The binding affinity (normalized) is 0.320. (5) The peptide sequence is VRKNRWLLLNVTSED. The binding affinity (normalized) is 0.407. The MHC is HLA-DQA10201-DQB10402 with pseudo-sequence HLA-DQA10201-DQB10402.